Task: Predict which catalyst facilitates the given reaction.. Dataset: Catalyst prediction with 721,799 reactions and 888 catalyst types from USPTO (1) Reactant: [Si:1]([O:18][CH2:19][CH2:20][CH2:21][C:22]1[CH:33]=[CH:32][C:25]([O:26][CH2:27][C:28]([O:30]C)=[O:29])=[CH:24][CH:23]=1)([C:14]([CH3:17])([CH3:16])[CH3:15])([C:8]1[CH:13]=[CH:12][CH:11]=[CH:10][CH:9]=1)[C:2]1[CH:7]=[CH:6][CH:5]=[CH:4][CH:3]=1.[OH-].[K+]. Product: [Si:1]([O:18][CH2:19][CH2:20][CH2:21][C:22]1[CH:33]=[CH:32][C:25]([O:26][CH2:27][C:28]([OH:30])=[O:29])=[CH:24][CH:23]=1)([C:14]([CH3:15])([CH3:16])[CH3:17])([C:8]1[CH:13]=[CH:12][CH:11]=[CH:10][CH:9]=1)[C:2]1[CH:7]=[CH:6][CH:5]=[CH:4][CH:3]=1. The catalyst class is: 8. (2) Reactant: [Cl:1][C:2]1[CH:16]=[CH:15][C:14]([S:17]([N:20]2[CH2:25][CH2:24][CH2:23][CH2:22][CH2:21]2)(=[O:19])=[O:18])=[CH:13][C:3]=1[CH2:4][O:5][CH2:6][C:7](N(OC)C)=[O:8].[C:26]1([Mg]Br)[CH:31]=[CH:30][CH:29]=[CH:28][CH:27]=1. Product: [Cl:1][C:2]1[CH:16]=[CH:15][C:14]([S:17]([N:20]2[CH2:21][CH2:22][CH2:23][CH2:24][CH2:25]2)(=[O:19])=[O:18])=[CH:13][C:3]=1[CH2:4][O:5][CH2:6][C:7]([C:26]1[CH:31]=[CH:30][CH:29]=[CH:28][CH:27]=1)=[O:8]. The catalyst class is: 1. (3) Reactant: [F:1][C:2]1[CH:7]=[C:6]([F:8])[C:5]([F:9])=[CH:4][C:3]=1[CH:10]1[CH2:15][CH:14]([C:16]([O:18][CH3:19])=[O:17])[CH2:13][CH2:12][NH:11]1.CCN(C(C)C)C(C)C.[C:29](Cl)(=[O:32])[O:30][CH3:31]. Product: [F:1][C:2]1[CH:7]=[C:6]([F:8])[C:5]([F:9])=[CH:4][C:3]=1[CH:10]1[CH2:15][CH:14]([C:16]([O:18][CH3:19])=[O:17])[CH2:13][CH2:12][N:11]1[C:29]([O:30][CH3:31])=[O:32]. The catalyst class is: 2. (4) Reactant: O.[C:2]([OH:14])(=[O:13])[CH2:3][C:4]([CH2:9][C:10]([OH:12])=[O:11])([C:6]([OH:8])=[O:7])[OH:5].CC(C)[O-].CC(C)[O-].CC(C)[O-].CC(C)[O-].[Ti+4:31].[OH-].[Na+].C(O)CO. Product: [C:2]([OH:14])(=[O:13])[CH2:3][C:4]([CH2:9][C:10]([OH:12])=[O:11])([C:6]([OH:8])=[O:7])[OH:5].[Ti:31]. The catalyst class is: 657. (5) Reactant: [C:1]([C:3]1[CH:4]=[C:5]([CH:10]=[CH:11][C:12]=1OS(C(F)(F)F)(=O)=O)[C:6]([O:8][CH3:9])=[O:7])#[N:2].[C:21]1(B(O)O)[CH:26]=[CH:25][CH:24]=[CH:23][CH:22]=1.C(=O)([O-])[O-].[K+].[K+]. Product: [C:1]([C:3]1[CH:4]=[C:5]([C:6]([O:8][CH3:9])=[O:7])[CH:10]=[CH:11][C:12]=1[C:21]1[CH:26]=[CH:25][CH:24]=[CH:23][CH:22]=1)#[N:2]. The catalyst class is: 39. (6) Reactant: [CH3:1][O:2][C:3]1[N:11]=[C:10]([O:12][CH3:13])[CH:9]=[CH:8][C:4]=1[C:5]([OH:7])=O.CCN=C=NCCCN(C)C.Cl.C1C=CC2N(O)N=NC=2C=1.O[NH:37][C:38]([C:40]1[CH:45]=[CH:44][C:43]([C:46]2[CH:51]=[CH:50][CH:49]=[CH:48][CH:47]=2)=[C:42]([C:52]([F:55])([F:54])[F:53])[CH:41]=1)=[NH:39]. Product: [CH3:1][O:2][C:3]1[C:4]([C:5]2[O:7][N:39]=[C:38]([C:40]3[CH:45]=[CH:44][C:43]([C:46]4[CH:51]=[CH:50][CH:49]=[CH:48][CH:47]=4)=[C:42]([C:52]([F:53])([F:54])[F:55])[CH:41]=3)[N:37]=2)=[CH:8][CH:9]=[C:10]([O:12][CH3:13])[N:11]=1. The catalyst class is: 12.